This data is from Catalyst prediction with 721,799 reactions and 888 catalyst types from USPTO. The task is: Predict which catalyst facilitates the given reaction. Reactant: [CH:1]1([CH2:4][O:5][C:6]2[C:22]([F:23])=[CH:21][C:9]([C:10]([NH:12][C:13]3[CH:18]=[CH:17][C:16]([OH:19])=[CH:15][C:14]=3[OH:20])=O)=[CH:8][C:7]=2[F:24])[CH2:3][CH2:2]1.ClC(Cl)(Cl)C(Cl)(Cl)Cl.C1(P(C2C=CC=CC=2)C2C=CC=CC=2)C=CC=CC=1.C(N(CC)CC)C. Product: [CH:1]1([CH2:4][O:5][C:6]2[C:22]([F:23])=[CH:21][C:9]([C:10]3[O:20][C:14]4[CH:15]=[C:16]([OH:19])[CH:17]=[CH:18][C:13]=4[N:12]=3)=[CH:8][C:7]=2[F:24])[CH2:3][CH2:2]1. The catalyst class is: 10.